From a dataset of Catalyst prediction with 721,799 reactions and 888 catalyst types from USPTO. Predict which catalyst facilitates the given reaction. (1) Reactant: Br[C:2]1[CH:3]=[C:4]2[C:9](=[CH:10][C:11]=1[CH3:12])[C:8]([CH3:14])([CH3:13])/[C:7](=N/NS(C1C=CC(C)=CC=1)(=O)=O)/[CH2:6][C:5]2([CH3:28])[CH3:27].[Li]CCCC.[C:34]([C:36]1[CH:41]=[CH:40][C:39]([C:42](N(OC)C)=[O:43])=[CH:38][CH:37]=1)#[N:35].Cl. Product: [CH3:12][C:11]1[C:2]([C:42]([C:39]2[CH:40]=[CH:41][C:36]([C:34]#[N:35])=[CH:37][CH:38]=2)=[O:43])=[CH:3][C:4]2[C:5]([CH3:28])([CH3:27])[CH:6]=[CH:7][C:8]([CH3:13])([CH3:14])[C:9]=2[CH:10]=1. The catalyst class is: 56. (2) Reactant: [F:1][C:2]1[CH:7]=[CH:6][C:5]([C:8]2([CH2:14][CH2:15][C:16]([O:18]CC)=[O:17])[CH2:13][CH2:12][CH2:11][CH2:10][CH2:9]2)=[CH:4][CH:3]=1.[OH-].[Na+]. Product: [F:1][C:2]1[CH:3]=[CH:4][C:5]([C:8]2([CH2:14][CH2:15][C:16]([OH:18])=[O:17])[CH2:13][CH2:12][CH2:11][CH2:10][CH2:9]2)=[CH:6][CH:7]=1. The catalyst class is: 5. (3) Reactant: [C:1]([N:4]1[C@H:9]([C:10]2[CH:15]=[CH:14][CH:13]=[CH:12][CH:11]=2)[CH2:8][O:7][C:6](=[O:16])[C@@H:5]1[CH3:17])(=[O:3])[CH3:2].[C:18]([O:22][C:23](=[O:27])[C@H:24]([CH3:26])[NH2:25])([CH3:21])([CH3:20])[CH3:19]. Product: [C:18]([O:22][C:23](=[O:27])[C@H:24]([CH3:26])[NH:25][C:6](=[O:16])[C@H:5]([CH3:17])[N:4]([C:1](=[O:3])[CH3:2])[CH:9]([C:10]1[CH:15]=[CH:14][CH:13]=[CH:12][CH:11]=1)[CH2:8][OH:7])([CH3:21])([CH3:20])[CH3:19]. The catalyst class is: 4. (4) Reactant: [H-].[Na+].[NH:3]1[C:11]2[CH:10]=[CH:9][CH:8]=[C:7]([C:12]([O:14][CH3:15])=[O:13])[C:6]=2[CH:5]=[CH:4]1.I[CH3:17]. Product: [CH3:17][N:3]1[C:11]2[CH:10]=[CH:9][CH:8]=[C:7]([C:12]([O:14][CH3:15])=[O:13])[C:6]=2[CH:5]=[CH:4]1. The catalyst class is: 3. (5) Reactant: [Mg].[CH:2]1[CH2:6][CH:5]=[CH:4][CH:3]=1.F[C:8]1[CH:13]=[CH:12][C:11]([F:14])=[CH:10][C:9]=1Br. Product: [F:14][C:11]1[CH:10]=[C:9]2[C:8](=[CH:13][CH:12]=1)[CH:4]1[CH2:5][CH:6]2[CH:2]=[CH:3]1. The catalyst class is: 1. (6) Reactant: C(N(CC)CC)C.[CH:8]1[CH:13]=[C:12]2[C:14]([C:17]([C:19](Cl)=[O:20])=[O:18])=[CH:15][NH:16][C:11]2=[CH:10][CH:9]=1.[C:22]([NH:30][CH2:31][CH2:32][CH:33]1[CH2:37][CH2:36][CH2:35][NH:34]1)(=[O:29])[C:23]1[CH:28]=[CH:27][CH:26]=[CH:25][CH:24]=1. Product: [C:22]([NH:30][CH2:31][CH2:32][CH:33]1[CH2:37][CH2:36][CH2:35][N:34]1[C:19](=[O:20])[C:17]([C:14]1[C:12]2[C:11](=[CH:10][CH:9]=[CH:8][CH:13]=2)[NH:16][CH:15]=1)=[O:18])(=[O:29])[C:23]1[CH:24]=[CH:25][CH:26]=[CH:27][CH:28]=1. The catalyst class is: 1.